This data is from Experimentally validated miRNA-target interactions with 360,000+ pairs, plus equal number of negative samples. The task is: Binary Classification. Given a miRNA mature sequence and a target amino acid sequence, predict their likelihood of interaction. The miRNA is hsa-miR-30e-5p with sequence UGUAAACAUCCUUGACUGGAAG. Result: 1 (interaction). The protein sequence of the target gene is MAEMEKEGRPPENKRSRKPAHPVKREINEEMKNFAENTMNELLGWYGYDKVELKDGEDIEFRSYPTDGESRQHISVLKENSLPKPKLPEDSVISPYNISTGYSGLATGNGLSDSPAGSKDHGSVPIIVPLIPPPFIKPPAEDDVSNVQIMCAWCQKVGIKRYSLSMGSEVKSFCSEKCFAACRRAYFKRNKARDEDGHAENFPQQHYAKETPRLAFKNNCELLVCDWCKHIRHTKEYLDFGDGERRLQFCSAKCLNQYKMDIFYKETQANLPAGLCSTLHPPMENKAEGTGVQLLTPDSW....